Task: Predict which catalyst facilitates the given reaction.. Dataset: Catalyst prediction with 721,799 reactions and 888 catalyst types from USPTO (1) Reactant: Cl.[C:2]1([CH3:10])[CH:7]=[CH:6][CH:5]=[CH:4][C:3]=1[NH:8][NH2:9].C(Cl)(Cl)(Cl)Cl.C(N(CC)CC)C.C(O[C:26](=[N:28][C:29](=O)[C:30]1[CH:35]=[CH:34][CH:33]=[CH:32][CH:31]=1)[CH3:27])C. The catalyst class is: 6. Product: [CH3:27][C:26]1[N:28]=[C:29]([C:30]2[CH:35]=[CH:34][CH:33]=[CH:32][CH:31]=2)[N:8]([C:3]2[CH:4]=[CH:5][CH:6]=[CH:7][C:2]=2[CH3:10])[N:9]=1. (2) Reactant: [C:1]([N:9]1[CH2:21][CH2:20][C:19]2[C:18]3[C:13](=[CH:14][CH:15]=[CH:16][CH:17]=3)[NH:12][C:11]=2[CH2:10]1)(=[O:8])[C:2]1[CH:7]=[CH:6][CH:5]=[CH:4][CH:3]=1.[H-].[Na+].[CH2:24]([O:31][C:32]1[CH:39]=[CH:38][C:35]([CH2:36]Cl)=[CH:34][CH:33]=1)[C:25]1[CH:30]=[CH:29][CH:28]=[CH:27][CH:26]=1.O. Product: [C:1]([N:9]1[CH2:21][CH2:20][C:19]2[C:18]3[C:13](=[CH:14][CH:15]=[CH:16][CH:17]=3)[N:12]([CH2:36][C:35]3[CH:38]=[CH:39][C:32]([O:31][CH2:24][C:25]4[CH:30]=[CH:29][CH:28]=[CH:27][CH:26]=4)=[CH:33][CH:34]=3)[C:11]=2[CH2:10]1)(=[O:8])[C:2]1[CH:7]=[CH:6][CH:5]=[CH:4][CH:3]=1. The catalyst class is: 3.